This data is from Forward reaction prediction with 1.9M reactions from USPTO patents (1976-2016). The task is: Predict the product of the given reaction. (1) Given the reactants [H-].[Na+].[Cl:3][C:4]1[N:9]=[CH:8][C:7]([S:10]([N:13]2[CH2:18][CH2:17][N:16]([CH2:19][CH2:20][N:21]([CH2:25][CH2:26][CH3:27])[CH2:22][CH2:23][CH3:24])[CH2:15][CH2:14]2)(=[O:12])=[O:11])=[CH:6][CH:5]=1.[O:28]=[C:29]1[CH2:37][C:36]2[C:31](=[CH:32][C:33]([C:38]#[N:39])=[CH:34][CH:35]=2)[NH:30]1.C(=O)([O-])O.[Na+], predict the reaction product. The product is: [ClH:3].[CH2:22]([N:21]([CH2:25][CH2:26][CH3:27])[CH2:20][CH2:19][N:16]1[CH2:17][CH2:18][N:13]([S:10]([C:7]2[CH:6]=[CH:5][C:4]([C:37]3[C:36]4[C:31](=[CH:32][C:33]([C:38]#[N:39])=[CH:34][CH:35]=4)[NH:30][C:29]=3[OH:28])=[N:9][CH:8]=2)(=[O:12])=[O:11])[CH2:14][CH2:15]1)[CH2:23][CH3:24]. (2) Given the reactants C(OC([N:8]1[CH2:12][CH2:11][CH:10]([O:13]CC2C=CC=CC=2)[CH:9]1[CH2:21][C:22](=[O:35])[CH2:23][N:24]1[C:29](=[O:30])[C:28]2[N:31]=[CH:32][CH:33]=[CH:34][C:27]=2[N:26]=[CH:25]1)=O)(C)(C)C.Cl.C(O)C.O, predict the reaction product. The product is: [OH:13][CH:10]1[CH2:11][CH2:12][NH:8][CH:9]1[CH2:21][C:22](=[O:35])[CH2:23][N:24]1[C:29](=[O:30])[C:28]2[N:31]=[CH:32][CH:33]=[CH:34][C:27]=2[N:26]=[CH:25]1. (3) Given the reactants Cl.[NH2:2][CH:3]1[CH2:12][C:11]2[C:6](=[CH:7][C:8]([F:13])=[CH:9][CH:10]=2)[NH:5][C:4]1=[O:14].C[N+]1(C2N=C(OC)N=C(OC)N=2)CCOCC1.[Cl-].CN1CCOCC1.[Cl:40][C:41]1[CH:42]=[C:43]2[CH:49]=[C:48]([C:50](O)=[O:51])[NH:47][C:44]2=[CH:45][N:46]=1, predict the reaction product. The product is: [F:13][C:8]1[CH:7]=[C:6]2[C:11]([CH2:12][CH:3]([NH:2][C:50]([C:48]3[NH:47][C:44]4=[CH:45][N:46]=[C:41]([Cl:40])[CH:42]=[C:43]4[CH:49]=3)=[O:51])[C:4](=[O:14])[NH:5]2)=[CH:10][CH:9]=1. (4) Given the reactants [CH3:1][C:2]1[CH:27]=[CH:26][C:5]2[N:6]=[C:7]([C:9]3[CH:14]=[CH:13][C:12]([NH:15][S:16]([C:19]4[CH:24]=[CH:23][C:22]([CH3:25])=[CH:21][CH:20]=4)(=[O:18])=[O:17])=[CH:11][CH:10]=3)[S:8][C:4]=2[CH:3]=1.[CH3:28][OH:29], predict the reaction product. The product is: [CH3:28][O:29][C:9]1([C:7]2[S:8][C:4]3[CH:3]=[C:2]([CH3:1])[CH:27]=[CH:26][C:5]=3[N:6]=2)[CH:10]=[CH:11][C:12](=[N:15][S:16]([C:19]2[CH:24]=[CH:23][C:22]([CH3:25])=[CH:21][CH:20]=2)(=[O:18])=[O:17])[CH:13]=[CH:14]1. (5) Given the reactants FC(F)(F)S(O[C:7]1[CH:16]=[CH:15][C:10]([C:11]([O:13][CH3:14])=[O:12])=[CH:9][CH:8]=1)(=O)=O.[CH3:19][O:20][C:21]([N:23]1[CH2:27][CH:26]=[CH:25][CH2:24]1)=[O:22].[Cl-].[Li+].O1C=CC=C1P(C1OC=CC=1)C1OC=CC=1.C(N(C(C)C)CC)(C)C, predict the reaction product. The product is: [CH3:19][O:20][C:21]([N:23]1[CH2:27][CH2:26][CH:25]([C:7]2[CH:16]=[CH:15][C:10]([C:11]([O:13][CH3:14])=[O:12])=[CH:9][CH:8]=2)[CH2:24]1)=[O:22]. (6) The product is: [CH3:6][C:7]([O:10][C:11]([N:13]([C:40]([O:42][C:43]([CH3:46])([CH3:45])[CH3:44])=[O:41])[C:14]1[C:19]2[C:20]([C:23]3[CH:24]=[C:25]4[C:29](=[CH:30][CH:31]=3)[N:28]([C:32]([O:34][C:35]([CH3:38])([CH3:37])[CH3:36])=[O:33])[CH2:27][CH2:26]4)=[CH:21][O:22][C:18]=2[C:17]([Cl:47])=[CH:16][N:15]=1)=[O:12])([CH3:9])[CH3:8]. Given the reactants [Li]C(C)(C)C.[CH3:6][C:7]([O:10][C:11]([N:13]([C:40]([O:42][C:43]([CH3:46])([CH3:45])[CH3:44])=[O:41])[C:14]1[C:19]2[C:20]([C:23]3[CH:24]=[C:25]4[C:29](=[CH:30][CH:31]=3)[N:28]([C:32]([O:34][C:35]([CH3:38])([CH3:37])[CH3:36])=[O:33])[CH2:27][CH2:26]4)=[CH:21][O:22][C:18]=2[C:17](I)=[CH:16][N:15]=1)=[O:12])([CH3:9])[CH3:8].[Cl:47]C(Cl)(Cl)C(Cl)(Cl)Cl, predict the reaction product. (7) Given the reactants [Br:1][C:2]1[CH:3]=[CH:4][C:5]([N:10]2[CH2:14][CH2:13][CH:12]([OH:15])[CH2:11]2)=[C:6]([CH:9]=1)[CH:7]=[O:8].[H-].[Na+].I[CH3:19].O, predict the reaction product. The product is: [Br:1][C:2]1[CH:3]=[CH:4][C:5]([N:10]2[CH2:14][CH2:13][CH:12]([O:15][CH3:19])[CH2:11]2)=[C:6]([CH:9]=1)[CH:7]=[O:8]. (8) Given the reactants [OH:1][OH:2].FC(F)(F)C(F)(F)C(F)(F)C(F)(F)C([O:10][C:11](=O)[C:12]([F:24])([F:23])[C:13]([F:22])([F:21])[C:14]([F:20])([F:19])[C:15]([F:18])([F:17])[F:16])=O, predict the reaction product. The product is: [F:19][C:14]([F:20])([C:15]([F:16])([F:17])[F:18])[C:13]([F:21])([F:22])[C:12]([F:24])([F:23])[C:11]([O:1][O:2][C:11](=[O:10])[C:12]([F:23])([F:24])[C:13]([F:21])([F:22])[C:14]([F:19])([F:20])[C:15]([F:18])([F:17])[F:16])=[O:10]. (9) Given the reactants [CH3:1][NH:2][C:3]1[CH:8]=[CH:7][C:6]([C:9]([F:12])([F:11])[F:10])=[CH:5][N:4]=1.S(=O)(=O)(O)O.[N+:18]([O-:21])(O)=[O:19].[C:22](=O)([O-])O.[Na+], predict the reaction product. The product is: [CH2:1]([NH:2][C:3]1[C:8]([N+:18]([O-:21])=[O:19])=[CH:7][C:6]([C:9]([F:12])([F:10])[F:11])=[CH:5][N:4]=1)[CH3:22]. (10) Given the reactants [C:1]([C:4]1[CH:9]=[CH:8][CH:7]=[CH:6][C:5]=1[C:10]1[CH:11]=[C:12]2[C:17](=[C:18]([O:20]COCC[Si](C)(C)C)[CH:19]=1)[N:16]=[CH:15][N:14](COCC[Si](C)(C)C)[C:13]2=[O:37])(=[O:3])[CH3:2].FC(F)(F)C(O)=O, predict the reaction product. The product is: [C:1]([C:4]1[CH:9]=[CH:8][CH:7]=[CH:6][C:5]=1[C:10]1[CH:11]=[C:12]2[C:17](=[C:18]([OH:20])[CH:19]=1)[N:16]=[CH:15][NH:14][C:13]2=[O:37])(=[O:3])[CH3:2].